Dataset: Full USPTO retrosynthesis dataset with 1.9M reactions from patents (1976-2016). Task: Predict the reactants needed to synthesize the given product. (1) Given the product [C:1]([C:5]1[CH:6]=[C:7]([N:19]2[C:23]([CH2:24][CH:25]3[CH2:26][CH2:27][CH2:28][CH2:29][CH2:30]3)=[N:22][C:21]([C:31]([OH:33])=[O:32])=[N:20]2)[CH:8]=[CH:9][C:10]=1[S:11](=[O:18])(=[O:17])[NH:12][C:13]([CH3:16])([CH3:14])[CH3:15])([CH3:2])([CH3:3])[CH3:4], predict the reactants needed to synthesize it. The reactants are: [C:1]([C:5]1[CH:6]=[C:7]([N:19]2[C:23]([CH2:24][CH:25]3[CH2:30][CH2:29][CH2:28][CH2:27][CH2:26]3)=[N:22][C:21]([C:31]([O:33]C)=[O:32])=[N:20]2)[CH:8]=[CH:9][C:10]=1[S:11](=[O:18])(=[O:17])[NH:12][C:13]([CH3:16])([CH3:15])[CH3:14])([CH3:4])([CH3:3])[CH3:2].O[Li].O. (2) The reactants are: [NH:1]1[C:9]2[C:4](=[CH:5][C:6]([C:10]#[N:11])=[CH:7][CH:8]=2)[CH:3]=[N:2]1.Cl.[NH2:13][OH:14].C(=O)(O)[O-].[Na+]. Given the product [OH:14][NH:13][C:10]([C:6]1[CH:5]=[C:4]2[C:9](=[CH:8][CH:7]=1)[NH:1][N:2]=[CH:3]2)=[NH:11], predict the reactants needed to synthesize it. (3) Given the product [CH:34]1([C:32]2[N:33]=[C:27]([CH:12]3[CH2:13][CH:14]([C:16]4[CH:21]=[CH:20][C:19]([CH3:22])=[C:18]([C:23]([F:25])([F:26])[F:24])[CH:17]=4)[CH2:15][N:10]([C:8]([N:5]4[CH2:6][CH2:7][CH:2]([OH:1])[CH2:3][CH2:4]4)=[O:9])[CH2:11]3)[O:28][N:31]=2)[CH2:36][CH2:35]1, predict the reactants needed to synthesize it. The reactants are: [OH:1][CH:2]1[CH2:7][CH2:6][N:5]([C:8]([N:10]2[CH2:15][CH:14]([C:16]3[CH:21]=[CH:20][C:19]([CH3:22])=[C:18]([C:23]([F:26])([F:25])[F:24])[CH:17]=3)[CH2:13][CH:12]([C:27](O)=[O:28])[CH2:11]2)=[O:9])[CH2:4][CH2:3]1.O[NH:31][C:32]([CH:34]1[CH2:36][CH2:35]1)=[NH:33]. (4) Given the product [Cl:1][C:2]1[CH:7]=[CH:6][C:5]([NH:8][C:13]2[CH:18]=[N:17][C:16]([F:19])=[CH:15][CH:14]=2)=[C:4]([N+:9]([O-:11])=[O:10])[CH:3]=1, predict the reactants needed to synthesize it. The reactants are: [Cl:1][C:2]1[CH:7]=[CH:6][C:5]([NH2:8])=[C:4]([N+:9]([O-:11])=[O:10])[CH:3]=1.Br[C:13]1[CH:14]=[CH:15][C:16]([F:19])=[N:17][CH:18]=1.C1(P(C2CCCCC2)C2C=CC=CC=2C2C(OC)=CC=CC=2OC)CCCCC1.C(=O)([O-])[O-].[Cs+].[Cs+]. (5) Given the product [CH3:7][C:4]1[N:3]([C:8]2[C:9]([C:20]([O:22][CH3:28])=[O:21])=[N:10][C:11]([O:18][CH3:19])=[C:12]([C:14]([F:15])([F:16])[F:17])[CH:13]=2)[C:2]([CH3:1])=[CH:6][CH:5]=1, predict the reactants needed to synthesize it. The reactants are: [CH3:1][C:2]1[N:3]([C:8]2[C:9]([C:20]([OH:22])=[O:21])=[N:10][C:11]([O:18][CH3:19])=[C:12]([C:14]([F:17])([F:16])[F:15])[CH:13]=2)[C:4]([CH3:7])=[CH:5][CH:6]=1.OS(O)(=O)=O.[CH3:28]O.